This data is from Forward reaction prediction with 1.9M reactions from USPTO patents (1976-2016). The task is: Predict the product of the given reaction. (1) The product is: [ClH:26].[C:1]1([C@@H:13]2[CH2:17][CH2:16][C@H:15]([NH2:18])[CH2:14]2)[N:5]2[C:6]3[CH:12]=[CH:11][NH:10][C:7]=3[N:8]=[CH:9][C:4]2=[N:3][N:2]=1. Given the reactants [C:1]1([C@@H:13]2[CH2:17][CH2:16][C@H:15]([NH:18]C(=O)OC(C)(C)C)[CH2:14]2)[N:5]2[C:6]3[CH:12]=[CH:11][NH:10][C:7]=3[N:8]=[CH:9][C:4]2=[N:3][N:2]=1.[ClH:26], predict the reaction product. (2) Given the reactants O[CH2:2][C:3]1([CH2:6][N:7]2[CH2:12][CH2:11][N:10]([C:13]([O:15][C:16]([CH3:19])([CH3:18])[CH3:17])=[O:14])[CH2:9][CH2:8]2)[CH2:5][CH2:4]1.C1C=CC(P(C2C=CC=CC=2)C2C=CC=CC=2)=CC=1.N1C=CN=C1.[I:44]I, predict the reaction product. The product is: [I:44][CH2:2][C:3]1([CH2:6][N:7]2[CH2:12][CH2:11][N:10]([C:13]([O:15][C:16]([CH3:19])([CH3:18])[CH3:17])=[O:14])[CH2:9][CH2:8]2)[CH2:5][CH2:4]1. (3) Given the reactants [CH2:1]([C:3]1[N:7]([CH2:8][C:9]([P:15](=[O:18])([OH:17])[OH:16])([OH:14])[P:10]([OH:13])([OH:12])=[O:11])[CH:6]=[N:5][CH:4]=1)[CH3:2].[Cl-].[Ca+2:20].[Cl-], predict the reaction product. The product is: [CH2:1]([C:3]1[N:7]([CH2:8][C:9]([P:15](=[O:16])([O-:18])[O-:17])([OH:14])[P:10]([OH:12])([OH:13])=[O:11])[CH:6]=[N:5][CH:4]=1)[CH3:2].[Ca+2:20]. (4) Given the reactants [C:1]([O:5][C:6]([NH:8][C@@H:9]([CH2:37][C:38]1[CH:39]=[N:40][C:41]([C:44]([F:47])([F:46])[F:45])=[CH:42][CH:43]=1)[CH2:10][CH2:11][C:12]1[S:16][C:15]([C:17]2[CH:18]=[CH:19][C:20]([N+:34]([O-:36])=[O:35])=[C:21]([CH:23](C(OCC)=O)[C:24]([O:26][CH2:27][CH3:28])=[O:25])[CH:22]=2)=[N:14][N:13]=1)=[O:7])([CH3:4])([CH3:3])[CH3:2].O.[Cl-].[Li+], predict the reaction product. The product is: [C:1]([O:5][C:6]([NH:8][C@@H:9]([CH2:37][C:38]1[CH:39]=[N:40][C:41]([C:44]([F:47])([F:46])[F:45])=[CH:42][CH:43]=1)[CH2:10][CH2:11][C:12]1[S:16][C:15]([C:17]2[CH:18]=[CH:19][C:20]([N+:34]([O-:36])=[O:35])=[C:21]([CH2:23][C:24]([O:26][CH2:27][CH3:28])=[O:25])[CH:22]=2)=[N:14][N:13]=1)=[O:7])([CH3:2])([CH3:3])[CH3:4]. (5) Given the reactants [CH2:1]([NH:3][C:4]([C:6]1[C:10]([C:11]2[CH:16]=[CH:15][C:14]([O:17][CH3:18])=[CH:13][CH:12]=2)=[C:9]([C:19]2[CH:24]=[C:23]([Cl:25])[C:22]([O:26]CC3C=CC=CC=3)=[CH:21][C:20]=2[O:34]CC2C=CC=CC=2)[O:8][N:7]=1)=[O:5])[CH3:2].B(Cl)(Cl)Cl, predict the reaction product. The product is: [CH2:1]([NH:3][C:4]([C:6]1[C:10]([C:11]2[CH:16]=[CH:15][C:14]([O:17][CH3:18])=[CH:13][CH:12]=2)=[C:9]([C:19]2[CH:24]=[C:23]([Cl:25])[C:22]([OH:26])=[CH:21][C:20]=2[OH:34])[O:8][N:7]=1)=[O:5])[CH3:2].